From a dataset of hERG channel blocking data for cardiac toxicity assessment. Regression/Classification. Given a drug SMILES string, predict its toxicity properties. Task type varies by dataset: regression for continuous values (e.g., LD50, hERG inhibition percentage) or binary classification for toxic/non-toxic outcomes (e.g., AMES mutagenicity, cardiotoxicity, hepatotoxicity). Dataset: herg. (1) The molecule is COC(=O)c1[nH]c2cc(F)ccc2c1[C@@H]1C[NH2+]CC[C@H]1F. The result is 1 (blocker). (2) The compound is Fc1ccc(C(c2ccc(F)cc2)N2CCNCC2)cc1. The result is 1 (blocker). (3) The molecule is Cc1cc2c(s1)Nc1ccccc1N=C2N1CC[NH+](C)CC1. The result is 1 (blocker). (4) The molecule is CC[C@H]1[C@H]2C[C@H]3[C@@H]4N(C)c5ccccc5[C@]45C[C@@H]([C@H]2[C@H]5O)N3[C@@H]1O. The result is 1 (blocker). (5) The molecule is CC(C)(C)c1ccc(NC(=O)N2CCN(c3ncccc3Cl)CC2)cc1. The result is 1 (blocker). (6) The compound is CN1CCc2cccc3c2[C@H]1Cc1ccc(O)c(O)c1-3.Cl. The result is 1 (blocker). (7) The result is 1 (blocker). The drug is CCN(CC)Cc1ccc2c(c1)CC[C@H](N1CCN(Cc3ccsc3)CC1=O)C2. (8) The compound is Cc1c(F)c(N2CC[NH2+][C@H](C)C2)cc2c1C(=O)[C@H](C(=O)[O-])C=[N+]2C1CC1. The result is 0 (non-blocker).